This data is from Catalyst prediction with 721,799 reactions and 888 catalyst types from USPTO. The task is: Predict which catalyst facilitates the given reaction. Reactant: [BH4-].[Na+].[Cl:3][C:4]1[CH:12]=[C:11]2[C:7](/[C:8](=[CH:14]/[C:15]3[CH:20]=[CH:19][CH:18]=[C:17]([Cl:21])[CH:16]=3)/[C:9](=[O:13])[NH:10]2)=[CH:6][CH:5]=1. Product: [Cl:3][C:4]1[CH:12]=[C:11]2[C:7]([CH:8]([CH2:14][C:15]3[CH:20]=[CH:19][CH:18]=[C:17]([Cl:21])[CH:16]=3)[C:9](=[O:13])[NH:10]2)=[CH:6][CH:5]=1. The catalyst class is: 5.